The task is: Predict the product of the given reaction.. This data is from Forward reaction prediction with 1.9M reactions from USPTO patents (1976-2016). (1) Given the reactants [NH2:1][C:2]1[C:11]([N:12]2[CH2:17][CH2:16][O:15][CH2:14][CH2:13]2)=[CH:10][C:9]2[C:4](=[CH:5][CH:6]=[C:7]([C:18]3[C:23]([CH3:24])=[CH:22][CH:21]=[CH:20][C:19]=3[C:25]([C:27]3[CH:32]=[CH:31][CH:30]=[CH:29][CH:28]=3)=[O:26])[CH:8]=2)[N:3]=1.[BH4-].[Na+].C(=O)(O)[O-], predict the reaction product. The product is: [NH2:1][C:2]1[C:11]([N:12]2[CH2:13][CH2:14][O:15][CH2:16][CH2:17]2)=[CH:10][C:9]2[C:4](=[CH:5][CH:6]=[C:7]([C:18]3[C:23]([CH3:24])=[CH:22][CH:21]=[CH:20][C:19]=3[CH:25]([C:27]3[CH:28]=[CH:29][CH:30]=[CH:31][CH:32]=3)[OH:26])[CH:8]=2)[N:3]=1. (2) Given the reactants [CH3:1][N:2]([CH3:12])[C:3]([C:5]1C=[CH:9][C:8]([Br:11])=[CH:7][N:6]=1)=[O:4].BrC1C=[N:16]C(C(O)=O)=NC=1, predict the reaction product. The product is: [CH3:12][N:2]([CH3:1])[C:3]([C:5]1[N:6]=[CH:7][C:8]([Br:11])=[CH:9][N:16]=1)=[O:4]. (3) Given the reactants ClC1C=C(C=CC=1)C(OO)=O.C1(P(C2C=CC=CC=2)C2C=CC=CC=2)C=CC=CC=1.Cl.[C:32]1([S:38]([C:41]2[C:49]3[C:44](=[C:45]([O:50][CH2:51][CH2:52][N:53]4[CH2:57][CH2:56][CH2:55][CH2:54]4)[CH:46]=[CH:47][CH:48]=3)[NH:43][CH:42]=2)(=O)=O)[CH:37]=[CH:36][CH:35]=[CH:34][CH:33]=1, predict the reaction product. The product is: [C:32]1([S:38][C:41]2[C:49]3[C:44](=[C:45]([O:50][CH2:51][CH2:52][N:53]4[CH2:57][CH2:56][CH2:55][CH2:54]4)[CH:46]=[CH:47][CH:48]=3)[NH:43][CH:42]=2)[CH:33]=[CH:34][CH:35]=[CH:36][CH:37]=1. (4) Given the reactants [H-].[Al+3].[Li+].[H-].[H-].[H-].[NH2:7][C:8]1[CH:16]=[CH:15][C:11]([C:12](O)=[O:13])=[CH:10][N:9]=1.O.O.O.O.O.O.O.O.O.O.[O-]S([O-])(=O)=O.[Na+].[Na+], predict the reaction product. The product is: [NH2:7][C:8]1[N:9]=[CH:10][C:11]([CH2:12][OH:13])=[CH:15][CH:16]=1. (5) Given the reactants [NH2:1][C:2]1[C:10]([Br:11])=[CH:9][CH:8]=[CH:7][C:3]=1[C:4]([OH:6])=O.CCCP1(OP(CCC)(=O)OP(CCC)(=O)O1)=O.[CH:30]1([NH2:33])[CH2:32][CH2:31]1, predict the reaction product. The product is: [NH2:1][C:2]1[C:10]([Br:11])=[CH:9][CH:8]=[CH:7][C:3]=1[C:4]([NH:33][CH:30]1[CH2:32][CH2:31]1)=[O:6]. (6) Given the reactants [CH3:1][N:2]1[C:10]([CH:11]=O)=[N:9][C:8]2[C:3]1=[N:4][C:5]([N:19]1[C:23]3[CH:24]=[CH:25][CH:26]=[CH:27][C:22]=3[N:21]=[C:20]1[CH3:28])=[N:6][C:7]=2[N:13]1[CH2:18][CH2:17][O:16][CH2:15][CH2:14]1.[CH2:29]1[C:32]2([CH2:37][CH2:36][NH:35][CH2:34][CH2:33]2)[CH2:31][CH:30]1[OH:38].C(OC)(OC)OC.C(O)(=O)C.C(O[BH-](OC(=O)C)OC(=O)C)(=O)C.[Na+], predict the reaction product. The product is: [CH3:1][N:2]1[C:10]([CH2:11][N:35]2[CH2:36][CH2:37][C:32]3([CH2:31][CH:30]([OH:38])[CH2:29]3)[CH2:33][CH2:34]2)=[N:9][C:8]2[C:3]1=[N:4][C:5]([N:19]1[C:23]3[CH:24]=[CH:25][CH:26]=[CH:27][C:22]=3[N:21]=[C:20]1[CH3:28])=[N:6][C:7]=2[N:13]1[CH2:14][CH2:15][O:16][CH2:17][CH2:18]1. (7) Given the reactants [C-:1]#[N:2].[Na+].Br[CH2:5][CH2:6][CH2:7][CH2:8][C:9]([CH3:19])([CH3:18])[CH2:10][O:11][CH:12]1[CH2:17][CH2:16][CH2:15][CH2:14][O:13]1.O, predict the reaction product. The product is: [CH3:18][C:9]([CH3:19])([CH2:10][O:11][CH:12]1[CH2:17][CH2:16][CH2:15][CH2:14][O:13]1)[CH2:8][CH2:7][CH2:6][CH2:5][C:1]#[N:2]. (8) Given the reactants [S:1]1[CH:5]=[CH:4][N:3]=[C:2]1[C:6]#[N:7].Cl.[NH2:9][OH:10].N1C=CC=CC=1, predict the reaction product. The product is: [OH:10][NH:9][C:6]([C:2]1[S:1][CH:5]=[CH:4][N:3]=1)=[NH:7]. (9) The product is: [C:9]1([C:6]2[N:7]=[CH:8][C:3]([CH2:2][C:18]3[C:19]4[C:24](=[CH:23][CH:22]=[CH:21][CH:20]=4)[CH:15]=[N:16][CH:17]=3)=[CH:4][CH:5]=2)[CH:14]=[CH:13][CH:12]=[CH:11][CH:10]=1. Given the reactants Br[CH2:2][C:3]1[CH:4]=[CH:5][C:6]([C:9]2[CH:14]=[CH:13][CH:12]=[CH:11][CH:10]=2)=[N:7][CH:8]=1.[CH:15]1[C:24]2[C:19](=[CH:20][CH:21]=[CH:22][CH:23]=2)[C:18](B(O)O)=[CH:17][N:16]=1, predict the reaction product. (10) Given the reactants C(Cl)(=O)C(Cl)=O.CS(C)=O.[F:11][C:12]([F:35])([F:34])[C:13]1[CH:14]=[C:15]([N:23]([CH2:31][CH2:32][OH:33])[C:24](=[O:30])[O:25][C:26]([CH3:29])([CH3:28])[CH3:27])[CH:16]=[C:17]([C:19]([F:22])([F:21])[F:20])[CH:18]=1.C(N(CC)CC)C, predict the reaction product. The product is: [F:11][C:12]([F:34])([F:35])[C:13]1[CH:14]=[C:15]([N:23]([CH2:31][CH:32]=[O:33])[C:24](=[O:30])[O:25][C:26]([CH3:27])([CH3:28])[CH3:29])[CH:16]=[C:17]([C:19]([F:21])([F:20])[F:22])[CH:18]=1.